This data is from Forward reaction prediction with 1.9M reactions from USPTO patents (1976-2016). The task is: Predict the product of the given reaction. (1) Given the reactants C(OC([N:8]1[CH2:13][CH2:12][N:11]([C:14]2[CH:19]=[CH:18][CH:17]=[C:16]([NH2:20])[CH:15]=2)[CH2:10][CH2:9]1)=O)(C)(C)C.[CH2:21]([O:23][C:24]([C:26]1[C:27](=[O:49])[C:28]2[CH:33]=[N:32][C:31](S(C)(=O)=O)=[N:30][C:29]=2[N:38]([C:40]2[CH:41]=[C:42]3[C:46](=[CH:47][CH:48]=2)[CH2:45][CH2:44][CH2:43]3)[CH:39]=1)=[O:25])[CH3:22], predict the reaction product. The product is: [CH2:21]([O:23][C:24]([C:26]1[C:27](=[O:49])[C:28]2[CH:33]=[N:32][C:31]([NH:20][C:16]3[CH:17]=[CH:18][CH:19]=[C:14]([N:11]4[CH2:10][CH2:9][NH:8][CH2:13][CH2:12]4)[CH:15]=3)=[N:30][C:29]=2[N:38]([C:40]2[CH:41]=[C:42]3[C:46](=[CH:47][CH:48]=2)[CH2:45][CH2:44][CH2:43]3)[CH:39]=1)=[O:25])[CH3:22]. (2) Given the reactants Cl[C:2]1[CH:9]=[CH:8][C:5]([C:6]#[N:7])=[CH:4][C:3]=1[C:10]([F:13])([F:12])[F:11].CN1CCCC1=O.[CH:21]1([Mg]Br)[CH2:25][CH2:24][CH2:23][CH2:22]1.Cl, predict the reaction product. The product is: [CH:21]1([C:2]2[CH:9]=[CH:8][C:5]([C:6]#[N:7])=[CH:4][C:3]=2[C:10]([F:13])([F:12])[F:11])[CH2:25][CH2:24][CH2:23][CH2:22]1. (3) Given the reactants [CH2:1]([C:8]1[C:9](=[O:16])[NH:10][C:11](=[O:15])[NH:12][C:13]=1Cl)[C:2]1[CH:7]=[CH:6][CH:5]=[CH:4][CH:3]=1.CC1(C)C(C)OB([C:24]2[CH:29](C)[CH2:28][CH:27]([C:31]3[CH:36]=[CH:35][CH:34]=[CH:33][CH:32]=3)[CH2:26][CH:25]=2)O1.[F-].[Cs+], predict the reaction product. The product is: [CH2:1]([C:8]1[C:9](=[O:16])[NH:10][C:11](=[O:15])[NH:12][C:13]=1[C:34]1[CH2:35][CH2:36][CH:31]([C:27]2[CH:26]=[CH:25][CH:24]=[CH:29][CH:28]=2)[CH2:32][CH:33]=1)[C:2]1[CH:7]=[CH:6][CH:5]=[CH:4][CH:3]=1. (4) Given the reactants C(=O)([O-])[O-].[K+].[K+].[Cl:7][CH2:8][C:9]([CH2:11]Cl)=[CH2:10].[OH:13][C:14]1[CH:19]=[CH:18][C:17]([C:20](=[O:22])C)=[CH:16][C:15]=1[CH2:23][S:24]([C:27]1[CH:32]=[CH:31][CH:30]=[CH:29][CH:28]=1)(=[O:26])=[O:25].Cl.CN(C)[CH:36]=[O:37], predict the reaction product. The product is: [Cl:7][CH2:8][C:9](=[CH2:10])[CH2:11][O:13][C:14]1[CH:19]=[CH:18][C:17]([C:20]([O:37][CH3:36])=[O:22])=[CH:16][C:15]=1[CH2:23][S:24]([C:27]1[CH:32]=[CH:31][CH:30]=[CH:29][CH:28]=1)(=[O:26])=[O:25]. (5) Given the reactants [F:1][CH:2]([F:18])[CH2:3][NH:4][C:5]1[N:13]=[CH:12][C:11]([C:14]([F:17])([F:16])[F:15])=[CH:10][C:6]=1[C:7]([OH:9])=O.[CH3:19][C:20]([NH2:24])([C:22]#[CH:23])[CH3:21].C1C=CC2N(O)N=NC=2C=1.CCN=C=NCCCN(C)C.CCN(C(C)C)C(C)C, predict the reaction product. The product is: [F:18][CH:2]([F:1])[CH2:3][NH:4][C:5]1[N:13]=[CH:12][C:11]([C:14]([F:17])([F:16])[F:15])=[CH:10][C:6]=1[C:7]([NH:24][C:20]([CH3:21])([C:22]#[CH:23])[CH3:19])=[O:9]. (6) Given the reactants [C:1]([O:5][C:6]([N:8]1[CH2:13][CH2:12][N:11]([C:14]2[CH:22]=[CH:21][C:17]([C:18]([OH:20])=O)=[CH:16][C:15]=2[CH3:23])[CH2:10][CH2:9]1)=[O:7])([CH3:4])([CH3:3])[CH3:2].Cl.[CH2:25]([NH2:27])[CH3:26].Cl.C(N=C=NCCCN(C)C)C.CN1CCOCC1, predict the reaction product. The product is: [CH2:25]([NH:27][C:18]([C:17]1[CH:21]=[CH:22][C:14]([N:11]2[CH2:10][CH2:9][N:8]([C:6]([O:5][C:1]([CH3:3])([CH3:2])[CH3:4])=[O:7])[CH2:13][CH2:12]2)=[C:15]([CH3:23])[CH:16]=1)=[O:20])[CH3:26].